From a dataset of Full USPTO retrosynthesis dataset with 1.9M reactions from patents (1976-2016). Predict the reactants needed to synthesize the given product. (1) Given the product [NH2:2][C@H:3]1[CH2:7][CH2:6][N:5]([CH2:8][C:9]2[CH:18]=[C:17]3[C:12]([C:13]([NH2:19])=[N:14][CH:15]=[N:16]3)=[CH:11][CH:10]=2)[C:4]1=[O:20], predict the reactants needed to synthesize it. The reactants are: Cl.[NH2:2][C@H:3]1[CH2:7][CH2:6][N:5]([CH2:8][C:9]2[CH:18]=[C:17]3[C:12]([C:13]([NH2:19])=[N:14][CH:15]=[N:16]3)=[CH:11][CH:10]=2)[C:4]1=[O:20].CO. (2) Given the product [C:1]([C:3]1[CH:8]=[CH:7][C:6]([CH:9]2[N:14]([CH2:15][C:16]([NH:62][S:59]([C:56]3[CH:55]=[CH:54][C:53]([C:51]#[N:52])=[CH:58][CH:57]=3)(=[O:60])=[O:61])=[O:17])[C:13](=[O:19])[N:12]([C:20]3[CH:25]=[CH:24][CH:23]=[C:22]([C:26]([F:28])([F:27])[F:29])[CH:21]=3)[C:11]([CH3:30])=[C:10]2[C:31]([CH:33]2[CH2:35][CH2:34]2)=[O:32])=[CH:5][CH:4]=1)#[N:2], predict the reactants needed to synthesize it. The reactants are: [C:1]([C:3]1[CH:8]=[CH:7][C:6]([CH:9]2[N:14]([CH2:15][C:16](O)=[O:17])[C:13](=[O:19])[N:12]([C:20]3[CH:25]=[CH:24][CH:23]=[C:22]([C:26]([F:29])([F:28])[F:27])[CH:21]=3)[C:11]([CH3:30])=[C:10]2[C:31]([CH:33]2[CH2:35][CH2:34]2)=[O:32])=[CH:5][CH:4]=1)#[N:2].C1(N=C=NC2CCCCC2)CCCCC1.[C:51]([C:53]1[CH:58]=[CH:57][C:56]([S:59]([NH2:62])(=[O:61])=[O:60])=[CH:55][CH:54]=1)#[N:52]. (3) Given the product [OH:31][C:30]1[C:25](=[O:24])[NH:26][N:27]=[C:28]([CH2:39][CH2:40][C:41]2[CH:46]=[CH:45][C:44]([C:47]([F:49])([F:48])[F:50])=[CH:43][C:42]=2[CH3:51])[CH:29]=1, predict the reactants needed to synthesize it. The reactants are: OC1C(=O)NN=C(CCC2C=CC=CC=2)C=1.C([O:24][C:25]1[N:26]=[N:27][C:28](/[CH:39]=[CH:40]/[C:41]2[CH:46]=[CH:45][C:44]([C:47]([F:50])([F:49])[F:48])=[CH:43][C:42]=2[CH3:51])=[CH:29][C:30]=1[O:31]CC1C=CC=CC=1)C1C=CC=CC=1.